This data is from Reaction yield outcomes from USPTO patents with 853,638 reactions. The task is: Predict the reaction yield, written as a fraction of the theoretical maximum amount of product (1.0 means a 100% yield; for example, 0.34 means a 34% yield). (1) The reactants are [Cl:1][C:2]1[CH:3]=[CH:4][C:5]2[C:11](=[O:12])[NH:10][C:9]3[CH:13]=[C:14]([CH2:17][C:18](OC)=[O:19])[CH:15]=[CH:16][C:8]=3[NH:7][C:6]=2[CH:22]=1.[H-].[H-].[H-].[H-].[Li+].[Al+3]. The catalyst is C1COCC1. The product is [Cl:1][C:2]1[CH:3]=[CH:4][C:5]2[C:11](=[O:12])[NH:10][C:9]3[CH:13]=[C:14]([CH2:17][CH2:18][OH:19])[CH:15]=[CH:16][C:8]=3[NH:7][C:6]=2[CH:22]=1. The yield is 0.900. (2) The reactants are Cl.[N+:2]([C:5]1[CH:14]=[C:13]2[C:8]([CH2:9][CH2:10][NH:11][CH2:12]2)=[CH:7][CH:6]=1)([O-])=O. The catalyst is CO.[Pd]. The product is [CH2:12]1[C:13]2[C:8](=[CH:7][CH:6]=[C:5]([NH2:2])[CH:14]=2)[CH2:9][CH2:10][NH:11]1. The yield is 0.692. (3) The reactants are [CH3:1][O:2][C:3]1[CH:16]=[CH:15][C:14]2[C:5](=[C:6]([C:19]([O:21][C:22]3[C:27]([Br:28])=[CH:26][CH:25]=[CH:24][C:23]=3[Br:29])=[O:20])[C:7]3[C:12]([N:13]=2)=[CH:11][CH:10]=[C:9]([O:17][CH3:18])[CH:8]=3)[CH:4]=1.[I:30][CH2:31][CH2:32][CH2:33][C:34]([O:36][N:37]1[C:41](=[O:42])[CH2:40][CH2:39][C:38]1=[O:43])=[O:35]. No catalyst specified. The product is [I-:30].[CH3:18][O:17][C:9]1[CH:10]=[CH:11][C:12]2[C:7](=[C:6]([C:19]([O:21][C:22]3[C:23]([Br:29])=[CH:24][CH:25]=[CH:26][C:27]=3[Br:28])=[O:20])[C:5]3[C:14]([N+:13]=2[CH2:31][CH2:32][CH2:33][C:34]([O:36][N:37]2[C:38](=[O:43])[CH2:39][CH2:40][C:41]2=[O:42])=[O:35])=[CH:15][CH:16]=[C:3]([O:2][CH3:1])[CH:4]=3)[CH:8]=1. The yield is 0.0660. (4) The reactants are C([N:8]1[C:13]2[CH:14]=[CH:15][CH:16]=[CH:17][C:12]=2[C:11](=[O:18])[CH2:10][S:9]1(=[O:20])=[O:19])C1C=CC=CC=1.[C:21]([O:25][C:26]([N:28]1[CH2:33][CH2:32][C:31](=O)[CH2:30][CH2:29]1)=[O:27])([CH3:24])([CH3:23])[CH3:22].N1CCCCC1.[H][H]. The catalyst is N1C=CC=CC=1. The product is [C:21]([O:25][C:26]([N:28]1[CH2:33][CH2:32][CH:31]([CH:10]2[C:11](=[O:18])[C:12]3[CH:17]=[CH:16][CH:15]=[CH:14][C:13]=3[NH:8][S:9]2(=[O:19])=[O:20])[CH2:30][CH2:29]1)=[O:27])([CH3:24])([CH3:22])[CH3:23]. The yield is 0.240. (5) The reactants are [CH3:1][CH:2]([CH3:39])[C@H:3]([N:8]1[CH2:16][C:15]2[C:10](=[CH:11][C:12]([C:17]3[CH:22]=[CH:21][C:20]([NH:23][C:24](=[O:37])[C:25]4[CH:30]=[CH:29][C:28]([N:31]5[CH2:36][CH2:35]O[CH2:33][CH2:32]5)=[N:27][CH:26]=4)=[CH:19][CH:18]=3)=[CH:13][CH:14]=2)[C:9]1=[O:38])[C:4]([O:6][CH3:7])=[O:5].N1CCCC1. No catalyst specified. The product is [CH3:1][CH:2]([CH3:39])[C@H:3]([N:8]1[CH2:16][C:15]2[C:10](=[CH:11][C:12]([C:17]3[CH:22]=[CH:21][C:20]([NH:23][C:24](=[O:37])[C:25]4[CH:30]=[CH:29][C:28]([N:31]5[CH2:36][CH2:35][CH2:33][CH2:32]5)=[N:27][CH:26]=4)=[CH:19][CH:18]=3)=[CH:13][CH:14]=2)[C:9]1=[O:38])[C:4]([O:6][CH3:7])=[O:5]. The yield is 0.670. (6) The reactants are [C:1]([C:4]1[CH:14]=[CH:13][C:12]2[CH:11]3[CH2:15][CH:7]([CH2:8][N:9]([C:16](=[O:21])C(F)(F)F)[CH2:10]3)[C:6]=2[CH:5]=1)(=[O:3])[CH3:2].[NH4+].[OH-].[C:24]([O:28]C(OC([O:28][C:24]([CH3:27])([CH3:26])[CH3:25])=O)=O)([CH3:27])([CH3:26])[CH3:25].O. The catalyst is CO. The product is [C:24]([O:28][C:16]([N:9]1[CH2:8][CH:7]2[CH2:15][CH:11]([C:12]3[CH:13]=[CH:14][C:4]([C:1](=[O:3])[CH3:2])=[CH:5][C:6]=32)[CH2:10]1)=[O:21])([CH3:27])([CH3:26])[CH3:25]. The yield is 1.00. (7) The reactants are [Cl:1][C:2]1[C:8]([C:9]([F:12])([F:11])[F:10])=[CH:7][C:5]([NH2:6])=[CH:4][CH:3]=1.[C:13](N1C=CN=C1)(N1C=CN=C1)=[O:14].[NH2:25][C:26]1[CH:41]=[CH:40][C:29]([O:30][C:31]2[CH:36]=[CH:35][N:34]=[C:33]([C:37]([NH2:39])=[O:38])[CH:32]=2)=[CH:28][CH:27]=1.CCOC(C)=O. The catalyst is ClC(Cl)C.C1COCC1. The product is [Cl:1][C:2]1[CH:3]=[CH:4][C:5]([NH:6][C:13]([NH:25][C:26]2[CH:41]=[CH:40][C:29]([O:30][C:31]3[CH:36]=[CH:35][N:34]=[C:33]([C:37](=[O:38])[NH2:39])[CH:32]=3)=[CH:28][CH:27]=2)=[O:14])=[CH:7][C:8]=1[C:9]([F:10])([F:11])[F:12]. The yield is 0.820. (8) The catalyst is Cl.C(O)C. The product is [CH3:23][O:22][CH2:21][CH2:20][N:19]1[C:18]2[CH:24]=[CH:25][CH:26]=[CH:27][C:17]=2[N:16]=[C:15]1[NH:1][C:2]1[CH:7]=[CH:6][CH:5]=[CH:4][C:3]=1/[CH:8]=[CH:9]/[C:10]([O:12][CH3:13])=[O:11]. The yield is 0.220. The reactants are [NH2:1][C:2]1[CH:7]=[CH:6][CH:5]=[CH:4][C:3]=1/[CH:8]=[CH:9]/[C:10]([O:12][CH3:13])=[O:11].Br[C:15]1[N:19]([CH2:20][CH2:21][O:22][CH3:23])[C:18]2[CH:24]=[CH:25][CH:26]=[CH:27][C:17]=2[N:16]=1. (9) The reactants are [C:1]([C:5]1[CH:50]=[CH:49][C:8]2[N:9]([CH2:41][O:42][CH2:43][CH2:44][Si:45]([CH3:48])([CH3:47])[CH3:46])[C:10]([CH2:12][CH2:13][CH2:14][CH2:15][NH:16][CH2:17][C@@H:18]3[C@H:22]4[O:23][C:24]([CH3:27])([CH3:26])[O:25][C@H:21]4[C@H:20]([N:28]4[C:32]5[N:33]=[CH:34][N:35]=[C:36]([NH:37][CH:38]6[CH2:40][CH2:39]6)[C:31]=5[CH:30]=[CH:29]4)[CH2:19]3)=[N:11][C:7]=2[CH:6]=1)([CH3:4])([CH3:3])[CH3:2].CCN(CC)CC.[CH3:58][S:59](Cl)(=[O:61])=[O:60]. The catalyst is C(Cl)Cl. The product is [CH:38]1([NH:37][C:36]2[C:31]3[CH:30]=[CH:29][N:28]([C@H:20]4[C@@H:21]5[O:25][C:24]([CH3:27])([CH3:26])[O:23][C@@H:22]5[C@@H:18]([CH2:17][N:16]([CH2:15][CH2:14][CH2:13][CH2:12][C:10]5[N:9]([CH2:41][O:42][CH2:43][CH2:44][Si:45]([CH3:48])([CH3:47])[CH3:46])[C:8]6[CH:49]=[CH:50][C:5]([C:1]([CH3:2])([CH3:3])[CH3:4])=[CH:6][C:7]=6[N:11]=5)[S:59]([CH3:58])(=[O:61])=[O:60])[CH2:19]4)[C:32]=3[N:33]=[CH:34][N:35]=2)[CH2:40][CH2:39]1. The yield is 0.480. (10) The reactants are [Cl:1][C:2]1[CH:3]=[C:4]([C:8]2[CH:9]=[CH:10][C:11]3[N:17]4[CH2:18][CH2:19][CH:14]([CH2:15][CH2:16]4)[N:13](C(OC(C)(C)C)=O)[C:12]=3[N:27]=2)[CH:5]=[CH:6][CH:7]=1. The catalyst is Cl.CO. The product is [Cl:1][C:2]1[CH:3]=[C:4]([C:8]2[CH:9]=[CH:10][C:11]3[N:17]4[CH2:18][CH2:19][CH:14]([CH2:15][CH2:16]4)[NH:13][C:12]=3[N:27]=2)[CH:5]=[CH:6][CH:7]=1. The yield is 0.900.